This data is from Reaction yield outcomes from USPTO patents with 853,638 reactions. The task is: Predict the reaction yield, written as a fraction of the theoretical maximum amount of product (1.0 means a 100% yield; for example, 0.34 means a 34% yield). (1) The reactants are [Cl:1][C:2]1[N:7]=[C:6]([C:8]2[CH:13]=[CH:12][CH:11]=[CH:10][CH:9]=2)[N:5]=[C:4]([C:14]([NH:16][C:17]2[CH:22]=[CH:21][CH:20]=[CH:19][C:18]=2[C:23]2[S:24][C:25]3[CH:26]=[N:27][CH:28]=[CH:29][C:30]=3[N:31]=2)=[O:15])[CH:3]=1.[CH:32]([N:35]1[CH2:40][CH2:39][NH:38][CH2:37][CH2:36]1)([CH3:34])[CH3:33]. No catalyst specified. The product is [ClH:1].[CH:32]([N:35]1[CH2:40][CH2:39][N:38]([C:2]2[N:7]=[C:6]([C:8]3[CH:13]=[CH:12][CH:11]=[CH:10][CH:9]=3)[N:5]=[C:4]([C:14]([NH:16][C:17]3[CH:22]=[CH:21][CH:20]=[CH:19][C:18]=3[C:23]3[S:24][C:25]4[CH:26]=[N:27][CH:28]=[CH:29][C:30]=4[N:31]=3)=[O:15])[CH:3]=2)[CH2:37][CH2:36]1)([CH3:34])[CH3:33]. The yield is 0.720. (2) The reactants are [C:1](Cl)(=[O:4])[CH:2]=[CH2:3].[CH3:6][NH:7][CH2:8][C:9]1[N:10]([CH3:18])[C:11]2[C:16]([CH:17]=1)=[CH:15][CH:14]=[CH:13][CH:12]=2.C(N(CC)CC)C. The catalyst is C(Cl)Cl. The product is [CH3:6][N:7]([CH2:8][C:9]1[N:10]([CH3:18])[C:11]2[C:16]([CH:17]=1)=[CH:15][CH:14]=[CH:13][CH:12]=2)[C:1](=[O:4])[CH:2]=[CH2:3]. The yield is 0.760. (3) The reactants are [C:1]([O:5][C:6](=[O:34])[N:7]([C:16]1[S:17][C@:18]2([CH2:32]O)[C@H:20]([C@:21]([C:24]3[CH:29]=[CH:28][CH:27]=[C:26]([F:30])[C:25]=3[F:31])([CH3:23])[N:22]=1)[CH2:19]2)[CH2:8][O:9][CH2:10][CH2:11][Si:12]([CH3:15])([CH3:14])[CH3:13])([CH3:4])([CH3:3])[CH3:2].CS(Cl)(=O)=O.[F-:40].[Cs+]. The catalyst is C(Cl)Cl.CC(O)(C)C. The product is [C:1]([O:5][C:6](=[O:34])[N:7]([C:16]1[S:17][C@:18]2([CH2:32][F:40])[C@H:20]([C@:21]([C:24]3[CH:29]=[CH:28][CH:27]=[C:26]([F:30])[C:25]=3[F:31])([CH3:23])[N:22]=1)[CH2:19]2)[CH2:8][O:9][CH2:10][CH2:11][Si:12]([CH3:15])([CH3:14])[CH3:13])([CH3:3])([CH3:4])[CH3:2]. The yield is 0.880. (4) The reactants are [F:1][C:2]1[CH:20]=[C:19]([N+:21]([O-:23])=[O:22])[CH:18]=[CH:17][C:3]=1[O:4][C:5]1[CH:10]=[CH:9][N:8]=[C:7]2[CH:11]=[C:12]([C:14](O)=[O:15])[S:13][C:6]=12.C(Cl)(=O)C([Cl:27])=O. The catalyst is C(Cl)Cl. The product is [F:1][C:2]1[CH:20]=[C:19]([N+:21]([O-:23])=[O:22])[CH:18]=[CH:17][C:3]=1[O:4][C:5]1[CH:10]=[CH:9][N:8]=[C:7]2[CH:11]=[C:12]([C:14]([Cl:27])=[O:15])[S:13][C:6]=12. The yield is 0.940. (5) The reactants are Cl[C:2]1[CH:7]=[CH:6][C:5]([F:8])=[C:4]([CH3:9])[C:3]=1[O:10][CH3:11].[NH2-].[Na+].[CH2:14]([NH2:21])[C:15]1[CH:20]=[CH:19][CH:18]=[CH:17][CH:16]=1. The catalyst is C1COCC1. The product is [CH2:14]([NH:21][C:7]1[CH:2]=[C:3]([O:10][CH3:11])[C:4]([CH3:9])=[C:5]([F:8])[CH:6]=1)[C:15]1[CH:20]=[CH:19][CH:18]=[CH:17][CH:16]=1. The yield is 0.340. (6) The reactants are CC(OI1(OC(C)=O)(OC(C)=O)OC(=O)C2C=CC=CC1=2)=O.[CH:23]1[C:35]2[CH:34]([CH2:36][O:37][C:38]([N:40]3[CH2:46][CH2:45][CH2:44][CH:43]([C:47]([O:49][C:50]([CH3:53])([CH3:52])[CH3:51])=[O:48])[CH:42]([OH:54])[CH:41]3[NH2:55])=[O:39])[C:33]3[C:28](=[CH:29][CH:30]=[CH:31][CH:32]=3)[C:27]=2[CH:26]=[CH:25][CH:24]=1. The catalyst is C(Cl)Cl. The product is [CH:32]1[C:33]2[CH:34]([CH2:36][O:37][C:38]([N:40]3[CH2:46][CH2:45][CH2:44][CH:43]([C:47]([O:49][C:50]([CH3:51])([CH3:53])[CH3:52])=[O:48])[C:42](=[O:54])[CH:41]3[NH2:55])=[O:39])[C:35]3[C:27](=[CH:26][CH:25]=[CH:24][CH:23]=3)[C:28]=2[CH:29]=[CH:30][CH:31]=1. The yield is 0.800.